From a dataset of Catalyst prediction with 721,799 reactions and 888 catalyst types from USPTO. Predict which catalyst facilitates the given reaction. (1) Reactant: COCCOC.[Cl:7][C:8]1[CH:9]=[C:10]([C:15]([C:29]([F:32])([F:31])[F:30])=[CH:16][C:17]([C:19]2[CH:27]=[CH:26][C:22]([C:23]([OH:25])=[O:24])=[C:21]([CH3:28])[CH:20]=2)=O)[CH:11]=[C:12]([Cl:14])[CH:13]=1.C1(C)C=CC=CC=1.[OH2:40].S(O)(O)(=O)=O.[NH2:46]O. Product: [Cl:7][C:8]1[CH:9]=[C:10]([C:15]2([C:29]([F:32])([F:31])[F:30])[O:40][N:46]=[C:17]([C:19]3[CH:27]=[CH:26][C:22]([C:23]([OH:25])=[O:24])=[C:21]([CH3:28])[CH:20]=3)[CH2:16]2)[CH:11]=[C:12]([Cl:14])[CH:13]=1. The catalyst class is: 74. (2) Reactant: [Cl:1][C:2]1[CH:10]=[CH:9][C:8]([S:11]([N:14]2[CH2:19][CH2:18][CH2:17][CH2:16][CH2:15]2)(=[O:13])=[O:12])=[CH:7][C:3]=1[C:4](Cl)=[O:5].C(N(CC)CC)C.[OH:27][C:28]([CH3:38])([CH3:37])[C:29]([C:31]1[CH:36]=[CH:35][CH:34]=[CH:33][CH:32]=1)=[O:30]. Product: [CH3:37][C:28]([O:27][C:4](=[O:5])[C:3]1[CH:7]=[C:8]([S:11]([N:14]2[CH2:19][CH2:18][CH2:17][CH2:16][CH2:15]2)(=[O:13])=[O:12])[CH:9]=[CH:10][C:2]=1[Cl:1])([CH3:38])[C:29](=[O:30])[C:31]1[CH:36]=[CH:35][CH:34]=[CH:33][CH:32]=1. The catalyst class is: 11. (3) Reactant: [C:1]([C:5]1[CH:11]=[C:10]([OH:12])[C:9]([C:13]([CH3:16])([CH3:15])[CH3:14])=[CH:8][C:6]=1[OH:7])([CH3:4])([CH3:3])[CH3:2].[CH3:17][C:18]([CH3:23])([CH3:22])[C:19](O)=[O:20].S(=O)(=O)(O)O. Product: [C:1]([C:5]1[CH:11]=[C:10]([O:12][C:19](=[O:20])[C:18]([CH3:23])([CH3:22])[CH3:17])[C:9]([C:13]([CH3:16])([CH3:15])[CH3:14])=[CH:8][C:6]=1[OH:7])([CH3:4])([CH3:3])[CH3:2]. The catalyst class is: 10. (4) The catalyst class is: 29. Reactant: [CH3:1][C:2]1[CH:7]=[C:6]([CH3:8])[CH:5]=[CH:4][C:3]=1[C:9]1[C:10](=[O:19])[N:11]([CH3:18])[CH:12]=[C:13]([N+:15]([O-])=O)[CH:14]=1.[H][H]. Product: [NH2:15][C:13]1[CH:14]=[C:9]([C:3]2[CH:4]=[CH:5][C:6]([CH3:8])=[CH:7][C:2]=2[CH3:1])[C:10](=[O:19])[N:11]([CH3:18])[CH:12]=1. (5) Reactant: Br.[NH:2]=[C:3]1[N:7]([CH2:8][C:9]([O:11][CH2:12][CH3:13])=[O:10])[CH:6]=[CH:5][S:4]1.[C:14]12([C:24](O)=[O:25])[CH2:23][CH:18]3[CH2:19][CH:20]([CH2:22][CH:16]([CH2:17]3)[CH2:15]1)[CH2:21]2.F[P-](F)(F)(F)(F)F.N1(OC(N(C)C)=[N+](C)C)C2N=CC=CC=2N=N1.C(N(C(C)C)CC)(C)C. Product: [C:14]12([C:24](/[N:2]=[C:3]3\[S:4][CH:5]=[CH:6][N:7]\3[CH2:8][C:9]([O:11][CH2:12][CH3:13])=[O:10])=[O:25])[CH2:21][CH:20]3[CH2:19][CH:18]([CH2:17][CH:16]([CH2:22]3)[CH2:15]1)[CH2:23]2. The catalyst class is: 56.